Task: Predict the reactants needed to synthesize the given product.. Dataset: Full USPTO retrosynthesis dataset with 1.9M reactions from patents (1976-2016) (1) Given the product [CH2:44]([S:46]([N:8]1[CH2:13][CH2:12][CH:11]([CH3:14])[CH:10]([CH2:15][C:16]#[C:17][C:18]2[N:19]=[C:20]3[CH:26]=[CH:25][N:24]([CH2:27][O:28][CH2:29][CH2:30][Si:31]([CH3:34])([CH3:32])[CH3:33])[C:21]3=[N:22][CH:23]=2)[CH2:9]1)(=[O:48])=[O:47])[CH3:45], predict the reactants needed to synthesize it. The reactants are: C(OC([N:8]1[CH2:13][CH2:12][CH:11]([CH3:14])[CH:10]([CH2:15][C:16]#[C:17][C:18]2[N:19]=[C:20]3[CH:26]=[CH:25][N:24]([CH2:27][O:28][CH2:29][CH2:30][Si:31]([CH3:34])([CH3:33])[CH3:32])[C:21]3=[N:22][CH:23]=2)[CH2:9]1)=O)(C)(C)C.C(N(C(C)C)C(C)C)C.[CH2:44]([S:46](Cl)(=[O:48])=[O:47])[CH3:45]. (2) Given the product [Cl:25][C:23]1[C:20]([C:21]#[N:22])=[C:19]([C:26]2[CH:27]=[CH:28][C:29]([O:32][C:33]3[CH:38]=[CH:37][CH:36]=[CH:35][CH:34]=3)=[CH:30][CH:31]=2)[N:18]=[C:17]([C:14]2[CH:13]=[CH:12][C:11]([NH:10][C:1](=[O:8])[C:2]3[CH:7]=[CH:6][CH:5]=[CH:4][CH:3]=3)=[CH:16][CH:15]=2)[CH:24]=1, predict the reactants needed to synthesize it. The reactants are: [C:1](Cl)(=[O:8])[C:2]1[CH:7]=[CH:6][CH:5]=[CH:4][CH:3]=1.[NH2:10][C:11]1[CH:16]=[CH:15][C:14]([C:17]2[CH:24]=[C:23]([Cl:25])[C:20]([C:21]#[N:22])=[C:19]([C:26]3[CH:31]=[CH:30][C:29]([O:32][C:33]4[CH:38]=[CH:37][CH:36]=[CH:35][CH:34]=4)=[CH:28][CH:27]=3)[N:18]=2)=[CH:13][CH:12]=1.CCN(C(C)C)C(C)C. (3) The reactants are: [C:1]([C:5]1[CH:18]=[CH:17][CH:16]=[CH:15][C:6]=1[O:7][C:8]1[CH:13]=[CH:12][N:11]=[CH:10][C:9]=1[NH2:14])([CH3:4])([CH3:3])[CH3:2].[C:19](C1NC=CN=1)(C1NC=CN=1)=[S:20]. Given the product [C:1]([C:5]1[CH:18]=[CH:17][CH:16]=[CH:15][C:6]=1[O:7][C:8]1[CH:13]=[CH:12][N:11]=[CH:10][C:9]=1[N:14]=[C:19]=[S:20])([CH3:4])([CH3:2])[CH3:3], predict the reactants needed to synthesize it. (4) Given the product [CH3:25][O:24][CH2:23][CH2:22][N:14]1[C:13]2[CH:12]=[CH:11][CH:10]=[C:9]([OH:8])[C:21]=2[C:20]2[C:15]1=[CH:16][CH:17]=[CH:18][CH:19]=2, predict the reactants needed to synthesize it. The reactants are: C([O:8][C:9]1[C:21]2[C:20]3[C:15](=[CH:16][CH:17]=[CH:18][CH:19]=3)[N:14]([CH2:22][CH2:23][O:24][CH3:25])[C:13]=2[CH:12]=[CH:11][CH:10]=1)C1C=CC=CC=1. (5) Given the product [CH3:30][O:29][C:28]([NH:1][C:2]1[C:7]2[CH:8]=[CH:9][N:10]([C:11]([O:13][CH2:14][C:15]3[CH:20]=[CH:19][CH:18]=[CH:17][CH:16]=3)=[O:12])[C:6]=2[CH:5]=[CH:4][N:3]=1)=[O:31], predict the reactants needed to synthesize it. The reactants are: [NH2:1][C:2]1[C:7]2[CH:8]=[CH:9][N:10]([C:11]([O:13][CH2:14][C:15]3[CH:20]=[CH:19][CH:18]=[CH:17][CH:16]=3)=[O:12])[C:6]=2[CH:5]=[CH:4][N:3]=1.C(N(CC)CC)C.[C:28](Cl)(=[O:31])[O:29][CH3:30]. (6) Given the product [Cl:55][C:56]1[CH:61]=[CH:60][C:59]([CH:62]([O:69][CH3:70])[CH:6]2[CH2:7][CH2:8][N:9]([S:12]([C:15]3[C:19]([CH3:20])=[N:18][NH:17][C:16]=3[CH3:22])(=[O:13])=[O:14])[CH2:10][CH2:11]2)=[CH:58][CH:57]=1, predict the reactants needed to synthesize it. The reactants are: ClC1C=C(C=CC=1Cl)O[CH:6]1[CH2:11][CH2:10][N:9]([S:12]([C:15]2[C:16]([CH3:22])=[N:17][N:18](C)[C:19]=2[CH3:20])(=[O:14])=[O:13])[CH2:8][CH2:7]1.ClC1C=C(C=CC=1Cl)NCC1CCN(S(C2C(C)=NN(C)C=2C)(=O)=O)CC1.Cl.[Cl:55][C:56]1[CH:61]=[CH:60][C:59]([CH:62]([O:69][CH3:70])C2CCNCC2)=[CH:58][CH:57]=1. (7) Given the product [CH:26]([O:28][CH2:29][CH2:30][O:31][NH:32][C:4]([C:6]1[S:14][C:13]2[CH:12]=[CH:11][N:10]=[CH:9][C:8]=2[C:7]=1[NH:15][C:16]1[CH:21]=[CH:20][C:19]([I:22])=[CH:18][C:17]=1[F:23])=[O:5])=[CH2:27], predict the reactants needed to synthesize it. The reactants are: C(O[C:4]([C:6]1[S:14][C:13]2[CH:12]=[CH:11][N:10]=[CH:9][C:8]=2[C:7]=1[NH:15][C:16]1[CH:21]=[CH:20][C:19]([I:22])=[CH:18][C:17]=1[F:23])=[O:5])C.[OH-].[Na+].[CH:26]([O:28][CH2:29][CH2:30][O:31][NH2:32])=[CH2:27].CCN=C=NCCCN(C)C.C1C=CC2N(O)N=NC=2C=1.CCN(C(C)C)C(C)C.